From a dataset of Forward reaction prediction with 1.9M reactions from USPTO patents (1976-2016). Predict the product of the given reaction. (1) Given the reactants [BH-](OC(C)=O)(OC(C)=O)OC(C)=O.[Na+].[CH2:15]([N:22]1[CH2:27][CH2:26][C:25](=O)[CH2:24][CH2:23]1)[C:16]1[CH:21]=[CH:20][CH:19]=[CH:18][CH:17]=1.[Cl:29][C:30]1[CH:31]=[C:32]([CH:34]=[CH:35][C:36]=1[Cl:37])[NH2:33].S([O-])([O-])(=O)=O.[Na+].[Na+].C(=O)([O-])O.[Na+], predict the reaction product. The product is: [CH2:15]([N:22]1[CH2:27][CH2:26][CH:25]([NH:33][C:32]2[CH:34]=[CH:35][C:36]([Cl:37])=[C:30]([Cl:29])[CH:31]=2)[CH2:24][CH2:23]1)[C:16]1[CH:21]=[CH:20][CH:19]=[CH:18][CH:17]=1. (2) Given the reactants Cl[C:2]1[C:11]2[C:10](=[O:12])[N:9]([CH2:13][C@@H:14]3[CH2:18][O:17][C:16]([CH3:20])([CH3:19])[O:15]3)[CH:8]=[N:7][C:6]=2[N:5]([CH3:21])[C:4](=[O:22])[C:3]=1[F:23].[F:24][C:25]1[CH:31]=[C:30]([I:32])[CH:29]=[CH:28][C:26]=1[NH2:27].C[Si](C)(C)[N-][Si](C)(C)C.[Li+].CC(N(C)C)=O, predict the reaction product. The product is: [CH3:19][C:16]1([CH3:20])[O:15][C@H:14]([CH2:13][N:9]2[C:10](=[O:12])[C:11]3[C:2]([NH:27][C:26]4[CH:28]=[CH:29][C:30]([I:32])=[CH:31][C:25]=4[F:24])=[C:3]([F:23])[C:4](=[O:22])[N:5]([CH3:21])[C:6]=3[N:7]=[CH:8]2)[CH2:18][O:17]1. (3) Given the reactants N(OCCC(C)C)=O.N[C:10]1[C:11]([N+:32]([O-:34])=[O:33])=[C:12]2[C:17](=[C:18]([CH3:21])[C:19]=1[F:20])[N:16]([C@@H:22]1[CH2:24][C@@H:23]1[F:25])[CH:15]=[C:14]([C:26]([O:28][CH2:29][CH3:30])=[O:27])[C:13]2=[O:31].O.C(Cl)(Cl)Cl, predict the reaction product. The product is: [F:20][C:19]1[C:18]([CH3:21])=[C:17]2[C:12]([C:13](=[O:31])[C:14]([C:26]([O:28][CH2:29][CH3:30])=[O:27])=[CH:15][N:16]2[C@@H:22]2[CH2:24][C@@H:23]2[F:25])=[C:11]([N+:32]([O-:34])=[O:33])[CH:10]=1. (4) Given the reactants [C:1]([O:5][C:6](=[O:20])[C:7]([CH3:19])([O:9][C:10]1[CH:18]=[CH:17][C:13]([C:14]([OH:16])=[O:15])=[CH:12][CH:11]=1)[CH3:8])([CH3:4])([CH3:3])[CH3:2].[C:21]([C:25]1[CH:38]=[CH:37][C:28]([CH2:29][N:30]2[CH:34]=[C:33]([CH2:35]O)[N:32]=[N:31]2)=[CH:27][CH:26]=1)([CH3:24])([CH3:23])[CH3:22].C1(N=C=NC2CCCCC2)CCCCC1, predict the reaction product. The product is: [C:1]([O:5][C:6](=[O:20])[C:7]([CH3:8])([O:9][C:10]1[CH:11]=[CH:12][C:13]([C:14]([O:16][CH2:35][C:33]2[N:32]=[N:31][N:30]([CH2:29][C:28]3[CH:37]=[CH:38][C:25]([C:21]([CH3:24])([CH3:23])[CH3:22])=[CH:26][CH:27]=3)[CH:34]=2)=[O:15])=[CH:17][CH:18]=1)[CH3:19])([CH3:2])([CH3:3])[CH3:4].